This data is from Forward reaction prediction with 1.9M reactions from USPTO patents (1976-2016). The task is: Predict the product of the given reaction. (1) Given the reactants [Br:1][C:2]1[CH:7]=[C:6]([CH3:8])[CH:5]=[CH:4][C:3]=1[C:9]([OH:14])([CH2:12][F:13])[CH2:10][F:11].CCN(C(C)C)C(C)C.[CH2:24](Cl)[O:25][CH3:26].[NH4+].[Cl-], predict the reaction product. The product is: [Br:1][C:2]1[CH:7]=[C:6]([CH3:8])[CH:5]=[CH:4][C:3]=1[C:9]([O:14][CH2:24][O:25][CH3:26])([CH2:10][F:11])[CH2:12][F:13]. (2) Given the reactants [CH3:1][O:2][C:3](=[O:26])[C:4]1[CH:9]=[CH:8][C:7]([CH2:10][C:11]2[C:19]3[C:14](=[CH:15][CH:16]=[C:17]([N+:20]([O-])=O)[CH:18]=3)[N:13]([CH3:23])[CH:12]=2)=[C:6]([O:24][CH3:25])[CH:5]=1.[H][H], predict the reaction product. The product is: [CH3:1][O:2][C:3](=[O:26])[C:4]1[CH:9]=[CH:8][C:7]([CH2:10][C:11]2[C:19]3[C:14](=[CH:15][CH:16]=[C:17]([NH2:20])[CH:18]=3)[N:13]([CH3:23])[CH:12]=2)=[C:6]([O:24][CH3:25])[CH:5]=1. (3) Given the reactants [Br:1][C:2]1[CH:7]=[C:6]2[NH:8][CH2:9][C:10]3([CH2:15][CH2:14][O:13][CH2:12][CH2:11]3)[C:5]2=[CH:4][CH:3]=1.Cl[C:17]1[C:26]2[C:21](=[CH:22][C:23]([O:28][CH3:29])=[C:24]([Cl:27])[CH:25]=2)[N:20]=[C:19]([CH3:30])[C:18]=1[CH3:31], predict the reaction product. The product is: [Br:1][C:2]1[CH:7]=[C:6]2[N:8]([C:17]3[C:26]4[C:21](=[CH:22][C:23]([O:28][CH3:29])=[C:24]([Cl:27])[CH:25]=4)[N:20]=[C:19]([CH3:30])[C:18]=3[CH3:31])[CH2:9][C:10]3([CH2:15][CH2:14][O:13][CH2:12][CH2:11]3)[C:5]2=[CH:4][CH:3]=1.